This data is from Forward reaction prediction with 1.9M reactions from USPTO patents (1976-2016). The task is: Predict the product of the given reaction. (1) Given the reactants C[N:2]([CH2:10][C:11]1[CH:15]=[C:14]([C:16]2[CH:21]=[CH:20][CH:19]=[CH:18][CH:17]=2)[NH:13][CH:12]=1)[C:3](=O)OC(C)(C)C.[H-].[Na+].[CH2:24]([S:28](Cl)(=[O:30])=[O:29])[CH2:25][CH2:26][CH3:27], predict the reaction product. The product is: [CH2:24]([S:28]([N:13]1[C:14]([C:16]2[CH:17]=[CH:18][CH:19]=[CH:20][CH:21]=2)=[CH:15][C:11]([CH2:10][NH:2][CH3:3])=[CH:12]1)(=[O:30])=[O:29])[CH2:25][CH2:26][CH3:27]. (2) The product is: [Br:13][C:11]1[CH:12]=[C:3]([CH2:2][C:14]#[N:15])[CH:4]=[C:5]2[C:10]=1[N:9]=[CH:8][CH:7]=[CH:6]2. Given the reactants Br[CH2:2][C:3]1[CH:4]=[C:5]2[C:10](=[C:11]([Br:13])[CH:12]=1)[N:9]=[CH:8][CH:7]=[CH:6]2.[C-:14]#[N:15].[K+], predict the reaction product. (3) Given the reactants [F:1][C:2]1[CH:7]=[CH:6][CH:5]=[CH:4][C:3]=1[N:8]1[C:16]2[C:11](=[C:12]([N:17]3[CH2:22][CH2:21][CH2:20][N:19]([CH2:23][C:24]([O:26]CC)=[O:25])[C:18]3=[O:29])[CH:13]=[CH:14][CH:15]=2)[CH:10]=[N:9]1.[OH-].[K+], predict the reaction product. The product is: [F:1][C:2]1[CH:7]=[CH:6][CH:5]=[CH:4][C:3]=1[N:8]1[C:16]2[C:11](=[C:12]([N:17]3[CH2:22][CH2:21][CH2:20][N:19]([CH2:23][C:24]([OH:26])=[O:25])[C:18]3=[O:29])[CH:13]=[CH:14][CH:15]=2)[CH:10]=[N:9]1. (4) Given the reactants Br[C:2]1[CH:3]=[N:4][C:5](Cl)=[C:6]([CH:10]=1)[C:7]([NH2:9])=[O:8].[O:12]([C:19]1[CH:24]=[CH:23][C:22]([OH:25])=[CH:21][CH:20]=1)[C:13]1[CH:18]=[CH:17][CH:16]=[CH:15][CH:14]=1.C(O[C:31]([N:33]1[CH:38]=[C:37](B2OC(C)(C)C(C)(C)O2)[CH2:36][CH2:35][CH2:34]1)=[O:32])(C)(C)C.[C:48](O)(=O)[CH:49]=C, predict the reaction product. The product is: [C:31]([N:33]1[CH2:34][CH2:35][CH:36]=[C:37]([C:2]2[CH:3]=[N:4][C:5]([O:25][C:22]3[CH:21]=[CH:20][C:19]([O:12][C:13]4[CH:18]=[CH:17][CH:16]=[CH:15][CH:14]=4)=[CH:24][CH:23]=3)=[C:6]([C:7]([NH2:9])=[O:8])[CH:10]=2)[CH2:38]1)(=[O:32])[CH:48]=[CH2:49].